Dataset: Catalyst prediction with 721,799 reactions and 888 catalyst types from USPTO. Task: Predict which catalyst facilitates the given reaction. Reactant: [H-].[Na+].[OH:3][C:4]1[CH:9]=[CH:8][C:7]([C:10]2[N:14]([CH:15]3[CH2:20][CH2:19][CH2:18][CH2:17][CH2:16]3)[C:13]3[CH:21]=[CH:22][C:23]([C:25]#[N:26])=[CH:24][C:12]=3[N:11]=2)=[CH:6][CH:5]=1.[H][H].[C:29]1([CH:35](Br)[C:36]2[CH:41]=[CH:40][CH:39]=[CH:38][CH:37]=2)[CH:34]=[CH:33][CH:32]=[CH:31][CH:30]=1. Product: [C:29]1([CH:35]([C:36]2[CH:37]=[CH:38][CH:39]=[CH:40][CH:41]=2)[O:3][C:4]2[CH:9]=[CH:8][C:7]([C:10]3[N:14]([CH:15]4[CH2:16][CH2:17][CH2:18][CH2:19][CH2:20]4)[C:13]4[CH:21]=[CH:22][C:23]([C:25]#[N:26])=[CH:24][C:12]=4[N:11]=3)=[CH:6][CH:5]=2)[CH:34]=[CH:33][CH:32]=[CH:31][CH:30]=1. The catalyst class is: 18.